From a dataset of Peptide-MHC class II binding affinity with 134,281 pairs from IEDB. Regression. Given a peptide amino acid sequence and an MHC pseudo amino acid sequence, predict their binding affinity value. This is MHC class II binding data. (1) The peptide sequence is TNLIKCSDHYICLKC. The MHC is DRB1_0101 with pseudo-sequence DRB1_0101. The binding affinity (normalized) is 0.588. (2) The peptide sequence is TARRHLAEGKVDTGV. The MHC is HLA-DQA10303-DQB10402 with pseudo-sequence HLA-DQA10303-DQB10402. The binding affinity (normalized) is 0. (3) The peptide sequence is VADAYITLVTLPKSS. The MHC is HLA-DPA10201-DPB10501 with pseudo-sequence HLA-DPA10201-DPB10501. The binding affinity (normalized) is 0.819. (4) The peptide sequence is QASPDLLRGLLSTFI. The MHC is HLA-DPA10201-DPB10501 with pseudo-sequence HLA-DPA10201-DPB10501. The binding affinity (normalized) is 0.338. (5) The peptide sequence is TAAINKGILVTVNPI. The MHC is DRB1_1101 with pseudo-sequence DRB1_1101. The binding affinity (normalized) is 0.147. (6) The peptide sequence is RGWGNGCGLFGKGSI. The MHC is DRB1_1501 with pseudo-sequence DRB1_1501. The binding affinity (normalized) is 0.0390.